Predict the product of the given reaction. From a dataset of Forward reaction prediction with 1.9M reactions from USPTO patents (1976-2016). Given the reactants P(C(C)(C)C)(C(C)(C)C)[C:2](C)(C)[CH3:3].N(C(C)C)C(C)C.[CH:21]([O:24][C:25]([N:27]1[CH2:32][CH2:31][CH:30]([O:33][C:34]2[C:39]([CH3:40])=[C:38]([O:41][C:42]3[CH:47]=[CH:46][C:45](Br)=[CH:44][C:43]=3[F:49])[N:37]=[CH:36][N:35]=2)[CH2:29][CH2:28]1)=[O:26])([CH3:23])[CH3:22].[Si](C#C)(C)(C)C.[OH-].[Na+].CC(O)=O, predict the reaction product. The product is: [CH:21]([O:24][C:25]([N:27]1[CH2:32][CH2:31][CH:30]([O:33][C:34]2[C:39]([CH3:40])=[C:38]([O:41][C:42]3[CH:47]=[CH:46][C:45]([C:2]#[CH:3])=[CH:44][C:43]=3[F:49])[N:37]=[CH:36][N:35]=2)[CH2:29][CH2:28]1)=[O:26])([CH3:23])[CH3:22].